From a dataset of Forward reaction prediction with 1.9M reactions from USPTO patents (1976-2016). Predict the product of the given reaction. (1) Given the reactants [O:1]1[C:6]2[CH:7]=[CH:8][C:9]([CH:11]=[N:12][O:13][CH2:14][C:15]3[S:19][C:18]([C:20]([OH:22])=O)=[CH:17][CH:16]=3)=[CH:10][C:5]=2[O:4][CH2:3][CH2:2]1.O[N:24]1[C:28]2[CH:29]=[CH:30][CH:31]=[CH:32][C:27]=2[N:26]=N1.CN(C)CCCN=C=NCC.C(N(CC)CC)C.C1(N)C=CC=CC=1N, predict the reaction product. The product is: [NH2:24][C:28]1[CH:29]=[CH:30][CH:31]=[CH:32][C:27]=1[NH:26][C:20]([C:18]1[S:19][C:15]([CH2:14][O:13][N:12]=[CH:11][C:9]2[CH:8]=[CH:7][C:6]3[O:1][CH2:2][CH2:3][O:4][C:5]=3[CH:10]=2)=[CH:16][CH:17]=1)=[O:22]. (2) Given the reactants [F:1][C:2]1[CH:22]=[CH:21][C:5]([CH2:6][CH:7]2[CH2:16][C:15]3[C:10](=[CH:11][CH:12]=[CH:13][CH:14]=3)[CH2:9][N:8]2[CH2:17][CH2:18][CH2:19][NH2:20])=[CH:4][CH:3]=1.[CH3:23][O:24][C:25]1[CH:30]=[CH:29][C:28]([N:31]=[C:32]=[O:33])=[CH:27][CH:26]=1, predict the reaction product. The product is: [F:1][C:2]1[CH:22]=[CH:21][C:5]([CH2:6][CH:7]2[CH2:16][C:15]3[C:10](=[CH:11][CH:12]=[CH:13][CH:14]=3)[CH2:9][N:8]2[CH2:17][CH2:18][CH2:19][NH:20][C:32]([NH:31][C:28]2[CH:29]=[CH:30][C:25]([O:24][CH3:23])=[CH:26][CH:27]=2)=[O:33])=[CH:4][CH:3]=1. (3) Given the reactants [CH:1]([O:4][C:5](=[O:18])[C:6]1[CH:11]=[CH:10][CH:9]=[C:8]([C:12]#[C:13][Si](C)(C)C)[CH:7]=1)([CH3:3])[CH3:2].[F-].C([N+](CCCC)(CCCC)CCCC)CCC.O, predict the reaction product. The product is: [CH:1]([O:4][C:5](=[O:18])[C:6]1[CH:11]=[CH:10][CH:9]=[C:8]([C:12]#[CH:13])[CH:7]=1)([CH3:3])[CH3:2]. (4) Given the reactants [C:1]([O:5][C:6]([NH:8][C:9]1[CH:14]=[CH:13][CH:12]=[CH:11][C:10]=1[NH:15][C:16](=[O:25])[CH2:17][CH2:18][CH2:19][CH2:20][CH2:21][C:22]([OH:24])=O)=[O:7])([CH3:4])([CH3:3])[CH3:2].[NH2:26][C:27]1[CH:32]=[CH:31][C:30]([OH:33])=[CH:29][CH:28]=1.CN(C(ON1N=NC2C=CC=CC1=2)=[N+](C)C)C.F[P-](F)(F)(F)(F)F.CCN(C(C)C)C(C)C, predict the reaction product. The product is: [OH:33][C:30]1[CH:31]=[CH:32][C:27]([NH:26][C:22](=[O:24])[CH2:21][CH2:20][CH2:19][CH2:18][CH2:17][C:16]([NH:15][C:10]2[CH:11]=[CH:12][CH:13]=[CH:14][C:9]=2[NH:8][C:6](=[O:7])[O:5][C:1]([CH3:2])([CH3:3])[CH3:4])=[O:25])=[CH:28][CH:29]=1.